This data is from Forward reaction prediction with 1.9M reactions from USPTO patents (1976-2016). The task is: Predict the product of the given reaction. Given the reactants C([O:8][C:9]1[N:10]=[N:11][C:12](/[CH:23]=[CH:24]/[C:25]2[CH:30]=[CH:29][CH:28]=[CH:27][CH:26]=2)=[CH:13][C:14]=1[O:15]CC1C=CC=CC=1)C1C=CC=CC=1, predict the reaction product. The product is: [OH:8][C:9]1[C:14](=[O:15])[CH:13]=[C:12]([CH2:23][CH2:24][C:25]2[CH:30]=[CH:29][CH:28]=[CH:27][CH:26]=2)[NH:11][N:10]=1.